This data is from Peptide-MHC class I binding affinity with 185,985 pairs from IEDB/IMGT. The task is: Regression. Given a peptide amino acid sequence and an MHC pseudo amino acid sequence, predict their binding affinity value. This is MHC class I binding data. (1) The peptide sequence is LLLSINSSFY. The MHC is HLA-A31:01 with pseudo-sequence HLA-A31:01. The binding affinity (normalized) is 0.280. (2) The peptide sequence is LVSFGVWIR. The MHC is Patr-A0301 with pseudo-sequence Patr-A0301. The binding affinity (normalized) is 0.350. (3) The peptide sequence is ILGFVFTL. The MHC is HLA-A02:06 with pseudo-sequence HLA-A02:06. The binding affinity (normalized) is 0.467. (4) The peptide sequence is PIQKETWETW. The MHC is Mamu-A2201 with pseudo-sequence Mamu-A2201. The binding affinity (normalized) is 0.00881. (5) The peptide sequence is EEDEGEELF. The MHC is HLA-B58:01 with pseudo-sequence HLA-B58:01. The binding affinity (normalized) is 0.0847. (6) The peptide sequence is CPASKKESVI. The MHC is HLA-B35:01 with pseudo-sequence HLA-B35:01. The binding affinity (normalized) is 0.